Dataset: Peptide-MHC class I binding affinity with 185,985 pairs from IEDB/IMGT. Task: Regression. Given a peptide amino acid sequence and an MHC pseudo amino acid sequence, predict their binding affinity value. This is MHC class I binding data. (1) The peptide sequence is MSPDNALIY. The MHC is HLA-C04:01 with pseudo-sequence HLA-C04:01. The binding affinity (normalized) is 0.0847. (2) The peptide sequence is KLQKDLEGL. The MHC is HLA-A02:01 with pseudo-sequence HLA-A02:01. The binding affinity (normalized) is 0.689. (3) The peptide sequence is GIPHPAGLK. The MHC is HLA-B54:01 with pseudo-sequence HLA-B54:01. The binding affinity (normalized) is 0. (4) The peptide sequence is ALNIALIAV. The binding affinity (normalized) is 0.257. The MHC is HLA-A68:02 with pseudo-sequence HLA-A68:02. (5) The peptide sequence is YYQLESTQI. The MHC is HLA-A24:02 with pseudo-sequence HLA-A24:02. The binding affinity (normalized) is 0.811. (6) The peptide sequence is IVTDSQYAL. The MHC is HLA-B40:02 with pseudo-sequence HLA-B40:02. The binding affinity (normalized) is 0.